Task: Predict which catalyst facilitates the given reaction.. Dataset: Catalyst prediction with 721,799 reactions and 888 catalyst types from USPTO (1) Product: [ClH:30].[ClH:30].[NH2:8][CH2:9][CH2:10][O:11][C:12]1[C:17]([CH2:18][O:19][C:20]2[CH:21]=[CH:22][C:23]([F:27])=[C:24]([CH:26]=2)[NH2:25])=[C:16]([F:28])[C:15]([F:29])=[CH:14][CH:13]=1. The catalyst class is: 2. Reactant: C(OC([NH:8][CH2:9][CH2:10][O:11][C:12]1[C:17]([CH2:18][O:19][C:20]2[CH:21]=[CH:22][C:23]([F:27])=[C:24]([CH:26]=2)[NH2:25])=[C:16]([F:28])[C:15]([F:29])=[CH:14][CH:13]=1)=O)(C)(C)C.[ClH:30]. (2) Reactant: [Br:1][C:2]1[CH:21]=[C:5]2[NH:6][CH:7]([C:14]3[C:15]([CH3:20])=[N:16][N:17]([CH3:19])[CH:18]=3)[CH2:8][CH:9]([C:10]([F:13])([F:12])[F:11])[N:4]2[N:3]=1. The catalyst class is: 5. Product: [Br:1][C:2]1[CH:21]=[C:5]2[NH:6][C@H:7]([C:14]3[C:15]([CH3:20])=[N:16][N:17]([CH3:19])[CH:18]=3)[CH2:8][C@H:9]([C:10]([F:11])([F:12])[F:13])[N:4]2[N:3]=1. (3) Reactant: [NH2:1][C:2]1[CH:7]=[CH:6][C:5]([N:8]2[CH:13]=[CH:12][C:11]([O:14][CH2:15][C:16]3[CH:21]=[CH:20][C:19]([Cl:22])=[CH:18][CH:17]=3)=[CH:10][C:9]2=[O:23])=[CH:4][C:3]=1[NH:24][CH3:25].CN(C(ON1N=NC2C=CC=NC1=2)=[N+](C)C)C.F[P-](F)(F)(F)(F)F.C(N(CC)C(C)C)(C)C.[CH:59]1([C:63](O)=O)[CH2:62][CH2:61][CH2:60]1. Product: [Cl:22][C:19]1[CH:18]=[CH:17][C:16]([CH2:15][O:14][C:11]2[CH:12]=[CH:13][N:8]([C:5]3[CH:6]=[CH:7][C:2]4[N:1]=[C:63]([CH:59]5[CH2:60][CH2:61][CH2:62]5)[N:24]([CH3:25])[C:3]=4[CH:4]=3)[C:9](=[O:23])[CH:10]=2)=[CH:21][CH:20]=1. The catalyst class is: 3. (4) Reactant: [CH3:1][N:2]1[C:7](=[O:8])[C:6]2[C:9]([C:30]3[CH:35]=[CH:34][CH:33]=[CH:32][CH:31]=3)=[C:10]([C:12]3[CH:17]=[CH:16][C:15]([C:18]4([NH:22][C:23](=[O:29])[O:24][C:25]([CH3:28])([CH3:27])[CH3:26])[CH2:21][CH2:20][CH2:19]4)=[CH:14][CH:13]=3)[O:11][C:5]=2[N:4]=[C:3]1S(C)(=O)=O.[NH:40]1[CH2:44][CH2:43][C@@H:42]([OH:45])[CH2:41]1. Product: [OH:45][C@@H:42]1[CH2:43][CH2:44][N:40]([C:3]2[N:2]([CH3:1])[C:7](=[O:8])[C:6]3[C:9]([C:30]4[CH:35]=[CH:34][CH:33]=[CH:32][CH:31]=4)=[C:10]([C:12]4[CH:13]=[CH:14][C:15]([C:18]5([NH:22][C:23](=[O:29])[O:24][C:25]([CH3:28])([CH3:27])[CH3:26])[CH2:19][CH2:20][CH2:21]5)=[CH:16][CH:17]=4)[O:11][C:5]=3[N:4]=2)[CH2:41]1. The catalyst class is: 3. (5) Reactant: [F:1][C:2]1[CH:3]=[C:4]([C@@H:9]2[C@@H:14]([CH:15]=[O:16])[CH2:13][N:12]([C:17]([O:19][C:20]([CH3:23])([CH3:22])[CH3:21])=[O:18])[C@@H:11]([CH3:24])[CH2:10]2)[CH:5]=[CH:6][C:7]=1[F:8].P([O-])(O)(O)=[O:26].[Na+].CC(=CC)C.Cl([O-])=O.[Na+]. Product: [C:20]([O:19][C:17]([N:12]1[C@@H:11]([CH3:24])[CH2:10][C@H:9]([C:4]2[CH:5]=[CH:6][C:7]([F:8])=[C:2]([F:1])[CH:3]=2)[C@@H:14]([C:15]([OH:26])=[O:16])[CH2:13]1)=[O:18])([CH3:23])([CH3:22])[CH3:21]. The catalyst class is: 371. (6) Reactant: F[P-](F)(F)(F)(F)F.N1(OC(N(C)C)=[N+](C)C)C2N=CC=CC=2N=N1.C([NH+](CC)CC)C.[N:32]1([CH2:41][C:42]([O-:44])=O)[C:36]2[CH:37]=[CH:38][CH:39]=[CH:40][C:35]=2[N:34]=[CH:33]1.CN1CCOCC1.[CH2:52]([NH2:59])[CH2:53][CH2:54][CH2:55][CH2:56][CH2:57][CH3:58]. Product: [N:32]1([CH2:41][C:42]([NH:59][CH2:52][CH2:53][CH2:54][CH2:55][CH2:56][CH2:57][CH3:58])=[O:44])[C:36]2[CH:37]=[CH:38][CH:39]=[CH:40][C:35]=2[N:34]=[CH:33]1. The catalyst class is: 10.